From a dataset of Full USPTO retrosynthesis dataset with 1.9M reactions from patents (1976-2016). Predict the reactants needed to synthesize the given product. (1) Given the product [Cl:1][C:2]1[CH:3]=[C:4]2[C:8](=[CH:9][CH:10]=1)[N:7]([C:11]1[CH:16]=[CH:15][CH:14]=[C:13]([C:17]([F:20])([F:19])[F:18])[CH:12]=1)[C:6]([CH:21]([NH:28][C:29]1[CH:30]=[CH:31][C:32]([C:33]([OH:35])=[O:34])=[CH:37][CH:38]=1)[CH2:22][CH2:23][CH2:24][CH2:25][CH2:26][CH3:27])=[CH:5]2, predict the reactants needed to synthesize it. The reactants are: [Cl:1][C:2]1[CH:3]=[C:4]2[C:8](=[CH:9][CH:10]=1)[N:7]([C:11]1[CH:16]=[CH:15][CH:14]=[C:13]([C:17]([F:20])([F:19])[F:18])[CH:12]=1)[C:6]([CH:21]([NH:28][C:29]1[CH:38]=[CH:37][C:32]([C:33]([O:35]C)=[O:34])=[CH:31][CH:30]=1)[CH2:22][CH2:23][CH2:24][CH2:25][CH2:26][CH3:27])=[CH:5]2.O1CCCC1.[OH-].[Na+]. (2) Given the product [CH3:1][O:2][C:3]1[CH:4]=[C:5]2[C:10](=[CH:11][C:12]=1[O:13][CH3:14])[N:9]=[CH:8][CH:7]=[C:6]2[O:15][C:16]1[C:22]([CH3:23])=[CH:21][C:19]([NH:20][C:29](=[O:35])[O:28][CH2:26][C:41]2[CH:42]=[CH:43][C:38]([CH3:37])=[CH:39][CH:40]=2)=[C:18]([CH3:24])[CH:17]=1, predict the reactants needed to synthesize it. The reactants are: [CH3:1][O:2][C:3]1[CH:4]=[C:5]2[C:10](=[CH:11][C:12]=1[O:13][CH3:14])[N:9]=[CH:8][CH:7]=[C:6]2[O:15][C:16]1[C:22]([CH3:23])=[CH:21][C:19]([NH2:20])=[C:18]([CH3:24])[CH:17]=1.Cl[C:26](Cl)([O:28][C:29](=[O:35])OC(Cl)(Cl)Cl)Cl.[CH3:37][C:38]1[CH:43]=[CH:42][C:41](CO)=[CH:40][CH:39]=1.C(=O)(O)[O-].[Na+]. (3) Given the product [CH3:1][O:2][C:3]1[N:8]=[CH:7][C:6]([C:13]2[CH:14]=[C:15]([NH2:16])[CH:17]=[CH:18][CH:19]=2)=[CH:5][N:4]=1, predict the reactants needed to synthesize it. The reactants are: [CH3:1][O:2][C:3]1[N:8]=[CH:7][C:6](B(O)O)=[CH:5][N:4]=1.Br[C:13]1[CH:14]=[C:15]([CH:17]=[CH:18][CH:19]=1)[NH2:16].C([O-])([O-])=O.[Na+].[Na+].